This data is from Peptide-MHC class I binding affinity with 185,985 pairs from IEDB/IMGT. The task is: Regression. Given a peptide amino acid sequence and an MHC pseudo amino acid sequence, predict their binding affinity value. This is MHC class I binding data. The peptide sequence is ELNGKNIEDV. The MHC is HLA-A02:03 with pseudo-sequence HLA-A02:03. The binding affinity (normalized) is 0.369.